From a dataset of Forward reaction prediction with 1.9M reactions from USPTO patents (1976-2016). Predict the product of the given reaction. (1) Given the reactants [Br:1][C:2]1[CH:10]=[CH:9][C:8]2[NH:7][C:6]3[C:11]([O:16][CH2:17][CH3:18])=[N:12][C:13](Cl)=[N:14][C:5]=3[C:4]=2[CH:3]=1.[NH:19]1[CH2:24][CH2:23][NH:22][CH2:21][CH2:20]1, predict the reaction product. The product is: [Br:1][C:2]1[CH:10]=[CH:9][C:8]2[NH:7][C:6]3[C:11]([O:16][CH2:17][CH3:18])=[N:12][C:13]([N:19]4[CH2:24][CH2:23][NH:22][CH2:21][CH2:20]4)=[N:14][C:5]=3[C:4]=2[CH:3]=1. (2) Given the reactants [H-].[Na+].[Br:3][C:4]1[CH:12]=[C:11]2[C:7]([CH:8]=[N:9][NH:10]2)=[CH:6][CH:5]=1.Cl[CH2:14][C:15]1[CH:20]=[CH:19][C:18]([O:21][CH3:22])=[CH:17][CH:16]=1, predict the reaction product. The product is: [CH3:22][O:21][C:18]1[CH:19]=[CH:20][C:15]([CH2:14][N:10]2[C:11]3[C:7](=[CH:6][CH:5]=[C:4]([Br:3])[CH:12]=3)[CH:8]=[N:9]2)=[CH:16][CH:17]=1. (3) The product is: [CH3:9][O:8][C:6]([C:2]1[O:1][C:5]([C:10](=[O:17])[C:11]2[CH:16]=[CH:15][CH:14]=[CH:13][CH:12]=2)=[CH:4][CH:3]=1)=[O:7]. Given the reactants [O:1]1[CH:5]=[CH:4][CH:3]=[C:2]1[C:6]([O:8][CH3:9])=[O:7].[C:10](O[C:10](=[O:17])[C:11]1[CH:16]=[CH:15][CH:14]=[CH:13][CH:12]=1)(=[O:17])[C:11]1[CH:16]=[CH:15][CH:14]=[CH:13][CH:12]=1, predict the reaction product. (4) Given the reactants [CH:1]1[CH:10]=[CH:9][CH:8]=[C:7]2[C:2]=1[C:3]1[N:13]3[CH2:14][CH2:15][CH2:16][N:17]([C:19]([O:21][C:22]([CH3:25])([CH3:24])[CH3:23])=[O:20])[CH2:18][C:12]3=[N:11][C:4]=1[CH:5]=[N:6]2.C1C=C(Cl)C=C(C(OO)=[O:34])C=1, predict the reaction product. The product is: [O-:34][N+:6]1[C:7]2[C:2](=[CH:1][CH:10]=[CH:9][CH:8]=2)[C:3]2[N:13]3[CH2:14][CH2:15][CH2:16][N:17]([C:19]([O:21][C:22]([CH3:25])([CH3:24])[CH3:23])=[O:20])[CH2:18][C:12]3=[N:11][C:4]=2[CH:5]=1. (5) Given the reactants Cl[C:2]1[N:3]=[C:4]([N:14]2[CH2:19][CH2:18][O:17][CH2:16][C@@H:15]2[CH3:20])[C:5]2[CH2:10][N:9]([CH:11]([CH3:13])[CH3:12])[CH2:8][C:6]=2[N:7]=1.[F:21][C:22]1[CH:23]=[C:24]([NH:37][C:38]([NH:40][CH2:41][CH2:42][F:43])=[O:39])[CH:25]=[CH:26][C:27]=1B1OC(C)(C)C(C)(C)O1.ClCCl.C(=O)([O-])[O-].[Na+].[Na+], predict the reaction product. The product is: [F:21][C:22]1[CH:23]=[C:24]([NH:37][C:38]([NH:40][CH2:41][CH2:42][F:43])=[O:39])[CH:25]=[CH:26][C:27]=1[C:2]1[N:3]=[C:4]([N:14]2[CH2:19][CH2:18][O:17][CH2:16][C@@H:15]2[CH3:20])[C:5]2[CH2:10][N:9]([CH:11]([CH3:13])[CH3:12])[CH2:8][C:6]=2[N:7]=1. (6) Given the reactants [NH:1]1[CH2:6][CH2:5][CH:4]([C:7]([OH:10])([CH3:9])[CH3:8])[CH2:3][CH2:2]1.Br[C:12]1[CH:21]=[CH:20][CH:19]=[C:18]2[C:13]=1[CH2:14][CH2:15][N:16]([C:22]([O:24][C:25]([CH3:28])([CH3:27])[CH3:26])=[O:23])[CH2:17]2.CC(C)([O-])C.[Na+], predict the reaction product. The product is: [OH:10][C:7]([CH:4]1[CH2:5][CH2:6][N:1]([C:12]2[CH:21]=[CH:20][CH:19]=[C:18]3[C:13]=2[CH2:14][CH2:15][N:16]([C:22]([O:24][C:25]([CH3:28])([CH3:27])[CH3:26])=[O:23])[CH2:17]3)[CH2:2][CH2:3]1)([CH3:9])[CH3:8].